This data is from Catalyst prediction with 721,799 reactions and 888 catalyst types from USPTO. The task is: Predict which catalyst facilitates the given reaction. Reactant: [CH2:1]1[C:9]2[C:4](=[CH:5][CH:6]=[CH:7][CH:8]=2)[CH2:3][CH:2]1[C@H:10]1[NH:15][C:14](=[O:16])[C@@H:13]([C@@H:17]([CH3:20])[CH2:18][CH3:19])[N:12]([CH:21]([C:39]2[CH:40]=[N:41][C:42]([CH3:46])=[CH:43][C:44]=2[CH3:45])[C:22]([NH:24][C:25]2[CH:30]=[CH:29][CH:28]=[CH:27][C:26]=2[O:31]CC2C=CC=CC=2)=[O:23])[C:11]1=[O:47]. Product: [CH2:1]1[C:9]2[C:4](=[CH:5][CH:6]=[CH:7][CH:8]=2)[CH2:3][CH:2]1[C@H:10]1[NH:15][C:14](=[O:16])[C@@H:13]([C@@H:17]([CH3:20])[CH2:18][CH3:19])[N:12]([CH:21]([C:39]2[CH:40]=[N:41][C:42]([CH3:46])=[CH:43][C:44]=2[CH3:45])[C:22]([NH:24][C:25]2[CH:30]=[CH:29][CH:28]=[CH:27][C:26]=2[OH:31])=[O:23])[C:11]1=[O:47]. The catalyst class is: 29.